From a dataset of Full USPTO retrosynthesis dataset with 1.9M reactions from patents (1976-2016). Predict the reactants needed to synthesize the given product. (1) The reactants are: [NH2:1][C:2]1[N:10]=[CH:9][N:8]=[C:7]2[C:3]=1[N:4]=[C:5]([S:30][C:31]1[S:32][C:33]3[C:39]([Cl:40])=[CH:38][CH:37]=[CH:36][C:34]=3[N:35]=1)[N:6]2[CH2:11][CH:12]1[CH2:17][CH2:16][N:15]([C:18](=[O:29])[C@H:19]([NH:21]C(=O)OC(C)(C)C)[CH3:20])[CH2:14][CH2:13]1.C(O)(C(F)(F)F)=O. Given the product [NH2:21][C@H:19]([CH3:20])[C:18]([N:15]1[CH2:16][CH2:17][CH:12]([CH2:11][N:6]2[C:5]([S:30][C:31]3[S:32][C:33]4[C:39]([Cl:40])=[CH:38][CH:37]=[CH:36][C:34]=4[N:35]=3)=[N:4][C:3]3[C:7]2=[N:8][CH:9]=[N:10][C:2]=3[NH2:1])[CH2:13][CH2:14]1)=[O:29], predict the reactants needed to synthesize it. (2) Given the product [Cl:1][C:2]1[CH:26]=[CH:25][C:5]([NH:6][C:7]2[C:16]3[C:11](=[CH:12][C:13]([O:19][CH2:20][CH2:21][CH2:22][S:23]([CH3:24])=[O:28])=[C:14]([O:17][CH3:18])[CH:15]=3)[N:10]=[CH:9][N:8]=2)=[C:4]([F:27])[CH:3]=1, predict the reactants needed to synthesize it. The reactants are: [Cl:1][C:2]1[CH:26]=[CH:25][C:5]([NH:6][C:7]2[C:16]3[C:11](=[CH:12][C:13]([O:19][CH2:20][CH2:21][CH2:22][S:23][CH3:24])=[C:14]([O:17][CH3:18])[CH:15]=3)[N:10]=[CH:9][N:8]=2)=[C:4]([F:27])[CH:3]=1.[OH:28]OS([O-])=O.[K+].